Predict the product of the given reaction. From a dataset of Forward reaction prediction with 1.9M reactions from USPTO patents (1976-2016). (1) Given the reactants O[CH2:2][C@H:3]1[CH2:7][CH2:6][CH2:5][N:4]1[CH2:8][CH2:9][C:10]1[CH:15]=[CH:14][C:13]([N:16]([CH3:18])[CH3:17])=[CH:12][CH:11]=1.C(N(C(C)C)CC)(C)C.CS([Cl:32])(=O)=O.C(=O)([O-])O.[Na+], predict the reaction product. The product is: [Cl:32][C@@H:6]1[CH2:7][CH2:2][CH2:3][N:4]([CH2:8][CH2:9][C:10]2[CH:11]=[CH:12][C:13]([N:16]([CH3:17])[CH3:18])=[CH:14][CH:15]=2)[CH2:5]1. (2) Given the reactants [NH2:1][C:2]1[N:7]=[C:6](SC)[C:5]([C:10]2[CH:11]=[CH:12][C:13](=[O:19])[N:14]([CH:16]([CH3:18])[CH3:17])[N:15]=2)=[C:4]([C:20]2[CH:25]=[CH:24][CH:23]=[CH:22][CH:21]=2)[N:3]=1.OO.NC(N)=[O:30].NC(N)=O.[H][H].O, predict the reaction product. The product is: [NH2:1][C:2]1[NH:7][C:6](=[O:30])[C:5]([C:10]2[CH:11]=[CH:12][C:13](=[O:19])[N:14]([CH:16]([CH3:18])[CH3:17])[N:15]=2)=[C:4]([C:20]2[CH:25]=[CH:24][CH:23]=[CH:22][CH:21]=2)[N:3]=1. (3) Given the reactants [NH:1]1[C:9]2[C:4](=[CH:5][C:6]([C:10]#[N:11])=[CH:7][CH:8]=2)[CH:3]=[CH:2]1.[H-].[Na+].[CH2:14](I)[CH3:15], predict the reaction product. The product is: [CH2:14]([N:1]1[C:9]2[C:4](=[CH:5][C:6]([C:10]#[N:11])=[CH:7][CH:8]=2)[CH:3]=[CH:2]1)[CH3:15].